This data is from Forward reaction prediction with 1.9M reactions from USPTO patents (1976-2016). The task is: Predict the product of the given reaction. (1) Given the reactants Cl[C:2]1[CH:3]=[CH:4][C:5]([N+:9]([O-:11])=[O:10])=[C:6](F)[CH:7]=1.[C:12]([O:21][CH3:22])(=[O:20])[C:13]1[C:14](=[CH:16][CH:17]=[CH:18][CH:19]=1)[SH:15].C([O-])([O-])=O.[Cs+].[Cs+].C(Cl)[Cl:30], predict the reaction product. The product is: [CH3:22][O:21][C:12](=[O:20])[C:13]1[CH:19]=[CH:18][CH:17]=[CH:16][C:14]=1[S:15][C:6]1[CH:7]=[CH:2][C:3]([Cl:30])=[CH:4][C:5]=1[N+:9]([O-:11])=[O:10]. (2) Given the reactants [F:1][C:2]1[CH:22]=[CH:21][C:5]([CH2:6][N:7]2[C:15]3[CH:14]=[C:13]([C:16]([O:18][CH2:19][CH3:20])=[O:17])[N:12]=[CH:11][C:10]=3[CH:9]=[CH:8]2)=[CH:4][CH:3]=1.[Cl-].[Al+3].[Cl-].[Cl-].[F:27][C:28]1[CH:36]=[CH:35][C:31]([C:32](Br)=[O:33])=[CH:30][CH:29]=1, predict the reaction product. The product is: [F:27][C:28]1[CH:36]=[CH:35][C:31]([C:32]([C:9]2[C:10]3[CH:11]=[N:12][C:13]([C:16]([O:18][CH2:19][CH3:20])=[O:17])=[CH:14][C:15]=3[N:7]([CH2:6][C:5]3[CH:4]=[CH:3][C:2]([F:1])=[CH:22][CH:21]=3)[CH:8]=2)=[O:33])=[CH:30][CH:29]=1. (3) Given the reactants [O:1]=[C:2]1[C:6]2([CH2:11][CH2:10][N:9]([CH2:12][CH2:13][CH2:14][N:15]3[C:19]4[CH:20]=[CH:21][CH:22]=[CH:23][C:18]=4[NH:17][C:16]3=[O:24])[CH2:8][CH2:7]2)[N:5]([C:25]2[CH:30]=[CH:29][CH:28]=[CH:27][CH:26]=2)[CH2:4][N:3]1[CH2:31][C:32]1[CH:33]=[C:34]([CH:42]=[CH:43][CH:44]=1)[C:35]([O:37]C(C)(C)C)=[O:36].Cl, predict the reaction product. The product is: [O:1]=[C:2]1[C:6]2([CH2:7][CH2:8][N:9]([CH2:12][CH2:13][CH2:14][N:15]3[C:19]4[CH:20]=[CH:21][CH:22]=[CH:23][C:18]=4[NH:17][C:16]3=[O:24])[CH2:10][CH2:11]2)[N:5]([C:25]2[CH:30]=[CH:29][CH:28]=[CH:27][CH:26]=2)[CH2:4][N:3]1[CH2:31][C:32]1[CH:33]=[C:34]([CH:42]=[CH:43][CH:44]=1)[C:35]([OH:37])=[O:36]. (4) The product is: [CH2:23]([O:30][C:31]([N:1]1[CH2:6][CH2:5][CH:4]([CH2:7][NH:8][C:9]2[C:10]([OH:15])=[N:11][CH:12]=[CH:13][N:14]=2)[CH2:3][CH2:2]1)=[O:32])[C:24]1[CH:29]=[CH:28][CH:27]=[CH:26][CH:25]=1. Given the reactants [NH:1]1[CH2:6][CH2:5][CH:4]([CH2:7][NH:8][C:9]2[C:10]([OH:15])=[N:11][CH:12]=[CH:13][N:14]=2)[CH2:3][CH2:2]1.C(N(CC)CC)C.[CH2:23]([O:30][C:31](ON1C(=O)CCC1=O)=[O:32])[C:24]1[CH:29]=[CH:28][CH:27]=[CH:26][CH:25]=1, predict the reaction product. (5) Given the reactants [CH2:1]([C:5]1[CH:10]=[CH:9][C:8]([C:11]#[C:12][C:13]2[CH:31]=[CH:30][C:16]([CH2:17][NH:18][C:19]3[CH:20]=[CH:21][C:22]([F:29])=[C:23]([CH:28]=3)[C:24]([O:26][CH3:27])=[O:25])=[CH:15][CH:14]=2)=[CH:7][CH:6]=1)[CH2:2][CH2:3][CH3:4].[CH:32]1([CH:37]=O)[CH2:36][CH2:35][CH2:34][CH2:33]1.C(O[BH-](OC(=O)C)OC(=O)C)(=O)C.[Na+].ClCCl, predict the reaction product. The product is: [CH3:27][O:26][C:24](=[O:25])[C:23]1[CH:28]=[C:19]([N:18]([CH2:17][C:16]2[CH:15]=[CH:14][C:13]([C:12]#[C:11][C:8]3[CH:7]=[CH:6][C:5]([CH2:1][CH2:2][CH2:3][CH3:4])=[CH:10][CH:9]=3)=[CH:31][CH:30]=2)[CH2:37][CH:32]2[CH2:36][CH2:35][CH2:34][CH2:33]2)[CH:20]=[CH:21][C:22]=1[F:29].